This data is from Reaction yield outcomes from USPTO patents with 853,638 reactions. The task is: Predict the reaction yield, written as a fraction of the theoretical maximum amount of product (1.0 means a 100% yield; for example, 0.34 means a 34% yield). (1) The reactants are [CH3:1][N:2]1[C:6]([N:7]2[C:11]3=[N:12][CH:13]=[C:14]([CH3:16])[CH:15]=[C:10]3[CH:9]=[CH:8]2)=[C:5](/[CH:17]=[CH:18]/[C:19]([OH:21])=O)[C:4]([CH3:22])=[N:3]1.CC1C=CC=C([N+]([O-])=O)C=1C(OC(=O)C1C([N+]([O-])=O)=CC=CC=1C)=O.[CH2:48]([S:53]([NH2:56])(=[O:55])=[O:54])[CH2:49][CH2:50][CH2:51][CH3:52].C(N(CC)CC)C. The catalyst is CN(C)C1C=CN=CC=1.C(#N)C. The product is [CH3:1][N:2]1[C:6]([N:7]2[C:11]3=[N:12][CH:13]=[C:14]([CH3:16])[CH:15]=[C:10]3[CH:9]=[CH:8]2)=[C:5](/[CH:17]=[CH:18]/[C:19]([NH:56][S:53]([CH2:48][CH2:49][CH2:50][CH2:51][CH3:52])(=[O:55])=[O:54])=[O:21])[C:4]([CH3:22])=[N:3]1. The yield is 0.890. (2) The reactants are [CH3:1][N:2]1[C:6]([C:7]2[CH:12]=[CH:11][CH:10]=[CH:9][C:8]=2[C:13]([F:16])([F:15])[F:14])=[C:5]([CH3:17])[C:4]([C:18](O)=[O:19])=[N:3]1.C(Cl)(=O)C(Cl)=O.[CH3:27][S:28]([C:31]1[CH:37]=[CH:36][C:34]([NH2:35])=[CH:33][CH:32]=1)(=[O:30])=[O:29].C(N(C(C)C)CC)(C)C. The catalyst is C(Cl)Cl.C1COCC1. The product is [CH3:27][S:28]([C:31]1[CH:37]=[CH:36][C:34]([NH:35][C:18]([C:4]2[C:5]([CH3:17])=[C:6]([C:7]3[CH:12]=[CH:11][CH:10]=[CH:9][C:8]=3[C:13]([F:16])([F:15])[F:14])[N:2]([CH3:1])[N:3]=2)=[O:19])=[CH:33][CH:32]=1)(=[O:29])=[O:30]. The yield is 0.180. (3) The reactants are [Cl:1][C:2]1[CH:10]=[CH:9][CH:8]=[C:7]2[C:3]=1[C:4]([C:15]([OH:17])=O)=[CH:5][N:6]2[CH2:11][CH2:12][O:13][CH3:14].[NH2:18][CH2:19][CH2:20][C:21]1([OH:26])[CH2:25][CH2:24][CH2:23][CH2:22]1.CCN(C(C)C)C(C)C.C(Cl)CCl.N1(O)C2C=CC=CC=2N=N1. The catalyst is CN(C=O)C. The product is [OH:26][C:21]1([CH2:20][CH2:19][NH:18][C:15]([C:4]2[C:3]3[C:7](=[CH:8][CH:9]=[CH:10][C:2]=3[Cl:1])[N:6]([CH2:11][CH2:12][O:13][CH3:14])[CH:5]=2)=[O:17])[CH2:25][CH2:24][CH2:23][CH2:22]1. The yield is 0.602. (4) The reactants are [F:1][C:2]1[CH:3]=[N:4][C:5]2[C:10]([CH:11]=1)=[CH:9][CH:8]=[CH:7][C:6]=2[N+:12]([O-])=O.[F:15][C:16]1[CH:17]=[N:18][C:19]2[C:24]([CH:25]=1)=[C:23]([N+:26]([O-])=O)[CH:22]=[CH:21][CH:20]=2.O.O.[Sn](Cl)Cl. The catalyst is C(OCC)(=O)C.[OH-].[Na+]. The product is [F:1][C:2]1[CH:3]=[N:4][C:5]2[C:10]([CH:11]=1)=[CH:9][CH:8]=[CH:7][C:6]=2[NH2:12].[F:15][C:16]1[CH:17]=[N:18][C:19]2[CH:20]=[CH:21][CH:22]=[C:23]([NH2:26])[C:24]=2[CH:25]=1. The yield is 0.110.